Dataset: Full USPTO retrosynthesis dataset with 1.9M reactions from patents (1976-2016). Task: Predict the reactants needed to synthesize the given product. (1) Given the product [Br:1][C:2]1[CH:7]=[CH:6][C:5]([CH2:8][CH:9]2[CH2:10][CH2:11][N:12]([CH2:27][CH2:28][C:29]3[CH:30]=[C:31]4[C:36](=[CH:37][CH:38]=3)[O:35][CH2:34][CH2:33][C:32]4=[O:39])[CH2:13][CH2:14]2)=[CH:4][C:3]=1[OH:15], predict the reactants needed to synthesize it. The reactants are: [Br:1][C:2]1[CH:7]=[CH:6][C:5]([CH2:8][CH:9]2[CH2:14][CH2:13][NH:12][CH2:11][CH2:10]2)=[CH:4][C:3]=1[OH:15].CC1C=CC(S(O[CH2:27][CH2:28][C:29]2[CH:30]=[C:31]3[C:36](=[CH:37][CH:38]=2)[O:35][CH2:34][CH2:33][C:32]3=[O:39])(=O)=O)=CC=1.C(=O)([O-])[O-].[K+].[K+].O. (2) Given the product [NH2:39][CH2:38][C:37]1[N:10]2[N:11]([CH2:23][C:24]3[C:25]([CH3:34])=[N:26][C:27]([C:30]([F:32])([F:33])[F:31])=[CH:28][CH:29]=3)[C:12](=[O:22])[C:13]([C:14]3[CH:19]=[CH:18][C:17]([C:20]#[N:21])=[CH:16][CH:15]=3)=[C:8]([C:5]3[CH:4]=[CH:3][C:2]([Cl:1])=[CH:7][CH:6]=3)[C:9]2=[N:35][N:36]=1, predict the reactants needed to synthesize it. The reactants are: [Cl:1][C:2]1[CH:7]=[CH:6][C:5]([C:8]2[C:9]([NH:35][NH:36][C:37](=O)[CH2:38][NH:39]C(=O)OC(C)(C)C)=[N:10][N:11]([CH2:23][C:24]3[C:25]([CH3:34])=[N:26][C:27]([C:30]([F:33])([F:32])[F:31])=[CH:28][CH:29]=3)[C:12](=[O:22])[C:13]=2[C:14]2[CH:19]=[CH:18][C:17]([C:20]#[N:21])=[CH:16][CH:15]=2)=[CH:4][CH:3]=1.ClC(Cl)(Br)C(Cl)(Cl)Br.C1(P(C2C=CC=CC=2)C2C=CC=CC=2)C=CC=CC=1.CCN(CC)CC.C(O)(C(F)(F)F)=O. (3) Given the product [NH2:46][C:41]1[CH:40]=[CH:39][C:38]2[C:43](=[CH:44][CH:45]=[C:36]([C:11]3[CH:12]=[C:13]([NH:14][S:15]([C:18]4[CH:19]=[CH:20][C:21]([O:24][CH3:25])=[CH:22][CH:23]=4)(=[O:16])=[O:17])[C:8]([Cl:7])=[N:9][CH:10]=3)[CH:37]=2)[N:42]=1, predict the reactants needed to synthesize it. The reactants are: C(=O)([O-])[O-].[Na+].[Na+].[Cl:7][C:8]1[C:13]([NH:14][S:15]([C:18]2[CH:23]=[CH:22][C:21]([O:24][CH3:25])=[CH:20][CH:19]=2)(=[O:17])=[O:16])=[CH:12][C:11](B2OC(C)(C)C(C)(C)O2)=[CH:10][N:9]=1.Br[C:36]1[CH:37]=[C:38]2[C:43](=[CH:44][CH:45]=1)[N:42]=[C:41]([NH2:46])[CH:40]=[CH:39]2.CCO. (4) Given the product [NH2:25][C:26]1[CH:27]=[C:28]([C:35]2[CH:40]=[CH:39][C:38]([O:41][CH3:42])=[CH:37][CH:36]=2)[CH:29]=[CH:30][C:31]=1[C:32]([NH:50][C@H:51]([C:58]([O:60][CH2:61][C:62]1[CH:63]=[CH:64][CH:65]=[CH:66][CH:67]=1)=[O:59])[CH2:52][C:53]([O:55][CH2:56][CH3:57])=[O:54])=[O:34], predict the reactants needed to synthesize it. The reactants are: CN(C(ON1N=NC2C=CC=NC1=2)=[N+](C)C)C.F[P-](F)(F)(F)(F)F.[NH2:25][C:26]1[CH:27]=[C:28]([C:35]2[CH:40]=[CH:39][C:38]([O:41][CH3:42])=[CH:37][CH:36]=2)[CH:29]=[CH:30][C:31]=1[C:32]([OH:34])=O.FC(F)(F)C(O)=O.[NH2:50][C@H:51]([C:58]([O:60][CH2:61][C:62]1[CH:67]=[CH:66][CH:65]=[CH:64][CH:63]=1)=[O:59])[CH2:52][C:53]([O:55][CH2:56][CH3:57])=[O:54].C(N(CC)C(C)C)(C)C.C([O-])(O)=O.[Na+]. (5) Given the product [Br:1][C:2]1[CH:7]=[CH:6][C:5]([CH:8]2[CH2:9][CH2:10][CH2:11][CH2:12][N:18]3[N:17]=[C:16]([NH:19][C:20]4[CH:25]=[CH:24][C:23]([N:26]5[CH:30]=[C:29]([Cl:31])[N:28]=[CH:27]5)=[C:22]([O:32][CH3:33])[CH:21]=4)[N:15]=[C:14]23)=[CH:4][CH:3]=1, predict the reactants needed to synthesize it. The reactants are: [Br:1][C:2]1[CH:7]=[CH:6][C:5]([CH:8]([C:14]2[NH:18][N:17]=[C:16]([NH:19][C:20]3[CH:25]=[CH:24][C:23]([N:26]4[CH:30]=[C:29]([Cl:31])[N:28]=[CH:27]4)=[C:22]([O:32][CH3:33])[CH:21]=3)[N:15]=2)[CH2:9][CH2:10][CH2:11][CH2:12]Cl)=[CH:4][CH:3]=1.[I-].[Na+].C(N(C(C)C)CC)(C)C.